Dataset: Reaction yield outcomes from USPTO patents with 853,638 reactions. Task: Predict the reaction yield, written as a fraction of the theoretical maximum amount of product (1.0 means a 100% yield; for example, 0.34 means a 34% yield). The reactants are [Cl:1][C:2]1[CH:7]=[C:6](Cl)[N:5]=[C:4]([N:9]2[CH:13]=[CH:12][C:11]([C:14]([F:17])([F:16])[F:15])=[N:10]2)[N:3]=1.[CH3:18][O-:19].[Na+]. The catalyst is CO. The product is [Cl:1][C:2]1[N:3]=[C:4]([N:9]2[CH:13]=[CH:12][C:11]([C:14]([F:17])([F:16])[F:15])=[N:10]2)[N:5]=[C:6]([O:19][CH3:18])[CH:7]=1. The yield is 0.680.